This data is from Full USPTO retrosynthesis dataset with 1.9M reactions from patents (1976-2016). The task is: Predict the reactants needed to synthesize the given product. (1) Given the product [O:15]1[C@@H:5]([C:16]([O:18][CH2:16][CH2:5][CH2:6][CH3:7])=[O:17])[C@H:6]([C:7]([O:9][CH2:24][CH2:23][CH2:22][CH3:21])=[O:8])[O:10][S:25]1=[O:26], predict the reactants needed to synthesize it. The reactants are: C([C@@:5]([C:16]([O-:18])=[O:17])([OH:15])[C@@:6](CCCC)([OH:10])[C:7]([O-:9])=[O:8])CCC.N1[CH:24]=[CH:23][CH:22]=[CH:21]C=1.[S:25](Cl)(Cl)=[O:26]. (2) Given the product [C:11]([O:1][C:2]1[CH:10]=[CH:9][C:5]([C:6]([OH:8])=[O:7])=[CH:4][CH:3]=1)(=[O:13])[CH3:12], predict the reactants needed to synthesize it. The reactants are: [OH:1][C:2]1[CH:10]=[CH:9][C:5]([C:6]([OH:8])=[O:7])=[CH:4][CH:3]=1.[C:11](OC(=O)C)(=[O:13])[CH3:12]. (3) Given the product [Cl:1][C:2]1[N:7]=[C:6]([CH2:8][N:9]2[CH2:14][C@H:13]([CH3:15])[O:12]/[C:11](=[CH:45]\[C:44]3[CH:47]=[CH:48][C:49]([N:50]4[CH:54]=[C:53]([CH3:55])[N:52]=[CH:51]4)=[C:42]([F:41])[CH:43]=3)/[C:10]2=[O:17])[CH:5]=[CH:4][CH:3]=1, predict the reactants needed to synthesize it. The reactants are: [Cl:1][C:2]1[N:7]=[C:6]([CH2:8][N:9]2[CH2:14][CH:13]([CH3:15])[O:12][C@H:11](O)[C:10]2=[O:17])[CH:5]=[CH:4][CH:3]=1.S(Cl)(Cl)=O.C1(P(C2C=CC=CC=2)C2C=CC=CC=2)C=CC=CC=1.[F:41][C:42]1[CH:43]=[C:44]([CH:47]=[CH:48][C:49]=1[N:50]1[CH:54]=[C:53]([CH3:55])[N:52]=[CH:51]1)[CH:45]=O. (4) Given the product [OH:35][C:36]1[CH:40]=[C:39]([CH2:41][CH2:42][C:43]([N:31]2[CH2:30][CH2:29][N:28]([C:25]3[CH:26]=[CH:27][C:22]([C:21]([NH:20][C:15]4[CH:16]=[CH:17][C:18]([CH3:19])=[C:13]([I:12])[CH:14]=4)=[O:34])=[CH:23][N:24]=3)[CH2:33][CH2:32]2)=[O:44])[O:38][N:37]=1, predict the reactants needed to synthesize it. The reactants are: CCN=C=NCCCN(C)C.[I:12][C:13]1[CH:14]=[C:15]([NH:20][C:21](=[O:34])[C:22]2[CH:27]=[CH:26][C:25]([N:28]3[CH2:33][CH2:32][NH:31][CH2:30][CH2:29]3)=[N:24][CH:23]=2)[CH:16]=[CH:17][C:18]=1[CH3:19].[OH:35][C:36]1[CH:40]=[C:39]([CH2:41][CH2:42][C:43](O)=[O:44])[O:38][N:37]=1.COC(C1CCC(C(N2CCN(C3C=CC(C(=O)NC4C=CC=C(C(C)(C)C)C=4)=CN=3)CC2)=O)CC1)=O.